Task: Predict which catalyst facilitates the given reaction.. Dataset: Catalyst prediction with 721,799 reactions and 888 catalyst types from USPTO (1) Reactant: [F:1][C:2]([F:25])([F:24])[C:3]([C:7]1[CH:12]=[C:11]([C:13]([CH3:16])([CH3:15])[CH3:14])[CH:10]=[C:9]([C:17]([CH3:20])([CH3:19])[CH3:18])[C:8]=1[O:21][CH2:22][CH3:23])=[CH:4][CH2:5][OH:6].C[N+]1([O-])CCOCC1.C([N+](CCC)(CCC)CCC)CC. Product: [F:1][C:2]([F:24])([F:25])[C:3]([C:7]1[CH:12]=[C:11]([C:13]([CH3:15])([CH3:14])[CH3:16])[CH:10]=[C:9]([C:17]([CH3:19])([CH3:18])[CH3:20])[C:8]=1[O:21][CH2:22][CH3:23])=[CH:4][CH:5]=[O:6]. The catalyst class is: 2. (2) The catalyst class is: 3. Reactant: [F:1][C:2]([F:19])([F:18])[C:3]1[CH:12]=[C:11]([C:13]([F:16])([F:15])[F:14])[CH:10]=[C:9]2[C:4]=1[CH:5]=[CH:6][C:7]([NH2:17])=[N:8]2.Br[CH2:21][C:22](=O)[C:23]([O:25][CH2:26][CH3:27])=[O:24]. Product: [F:19][C:2]([F:1])([F:18])[C:3]1[CH:12]=[C:11]([C:13]([F:15])([F:16])[F:14])[CH:10]=[C:9]2[C:4]=1[CH:5]=[CH:6][C:7]1[N:8]2[CH:21]=[C:22]([C:23]([O:25][CH2:26][CH3:27])=[O:24])[N:17]=1. (3) Reactant: [C:1](Cl)(=[O:3])[CH3:2].[CH2:5]([NH:7][CH2:8][CH2:9][CH2:10][O:11][C:12]1[CH:17]=[CH:16][C:15]([C:18]2[N:23]=[C:22]([C:24]#[N:25])[C:21]3[N:26]=[CH:27][NH:28][C:20]=3[CH:19]=2)=[CH:14][C:13]=1[C:29]([F:32])([F:31])[F:30])[CH3:6].[CH:33](N(C(C)C)CC)(C)C. Product: [C:1]([N:7]([CH2:8][CH2:9][CH2:10][O:11][C:12]1[CH:17]=[CH:16][C:15]([C:18]2[N:23]=[C:22]([C:24]#[N:25])[C:21]3[N:26]=[CH:27][N:28]([CH3:33])[C:20]=3[CH:19]=2)=[CH:14][C:13]=1[C:29]([F:32])([F:30])[F:31])[CH2:5][CH3:6])(=[O:3])[CH3:2]. The catalyst class is: 1. (4) Reactant: [F:1][C:2]1([F:43])[CH2:7][C@H:6]([O:8][C:9]2[C:14]([CH3:15])=[CH:13][C:12]([S:16]([N:19](CC3C=CC(OC)=CC=3OC)[C:20]3[S:21][CH:22]=[N:23][N:24]=3)(=[O:18])=[O:17])=[C:11]([F:36])[CH:10]=2)[C@@H:5]([C:37]2[N:41]([CH3:42])[N:40]=[CH:39][CH:38]=2)[CH2:4][CH2:3]1.C([SiH](CC)CC)C.FC(F)(F)C(O)=O. Product: [F:43][C:2]1([F:1])[CH2:7][C@H:6]([O:8][C:9]2[C:14]([CH3:15])=[CH:13][C:12]([S:16]([NH:19][C:20]3[S:21][CH:22]=[N:23][N:24]=3)(=[O:17])=[O:18])=[C:11]([F:36])[CH:10]=2)[C@@H:5]([C:37]2[N:41]([CH3:42])[N:40]=[CH:39][CH:38]=2)[CH2:4][CH2:3]1. The catalyst class is: 4. (5) Reactant: [OH:1][C:2]1[CH:11]=[CH:10][C:5]([C:6]([O:8][CH3:9])=[O:7])=[CH:4][C:3]=1[C:12]([O:14][CH3:15])=[O:13].C(N(CC)CC)C.[S:23](O[S:23]([C:26]([F:29])([F:28])[F:27])(=[O:25])=[O:24])([C:26]([F:29])([F:28])[F:27])(=[O:25])=[O:24]. Product: [F:27][C:26]([F:29])([F:28])[S:23]([O:1][C:2]1[CH:11]=[CH:10][C:5]([C:6]([O:8][CH3:9])=[O:7])=[CH:4][C:3]=1[C:12]([O:14][CH3:15])=[O:13])(=[O:25])=[O:24]. The catalyst class is: 2. (6) Reactant: [OH:1][CH:2]1[CH2:7][NH:6][C:5](=[O:8])[CH:4]([NH:9][C:10](=[O:16])[O:11][C:12]([CH3:15])([CH3:14])[CH3:13])[CH2:3]1.N1C=CN=C1.[C:22]([Si:26]([CH3:29])([CH3:28])Cl)([CH3:25])([CH3:24])[CH3:23]. Product: [Si:26]([O:1][CH:2]1[CH2:7][NH:6][C:5](=[O:8])[CH:4]([NH:9][C:10](=[O:16])[O:11][C:12]([CH3:13])([CH3:15])[CH3:14])[CH2:3]1)([C:22]([CH3:25])([CH3:24])[CH3:23])([CH3:29])[CH3:28]. The catalyst class is: 18. (7) Reactant: C(C1CN([O:14][CH2:15][C:16]2[CH:39]=[CH:38][C:19]([O:20][CH2:21][C:22]3[N:23]=[C:24]([C:28]4[O:32][C:31]([C:33]([O:35][CH2:36][CH3:37])=[O:34])=[CH:30][CH:29]=4)[O:25][C:26]=3[CH3:27])=[C:18]([O:40][CH3:41])[CH:17]=2)N(C2C=CC=CC=2)C=1)=O.[Cl-].[CH2:43]([C:45]1[S:46][CH:47]=[C:48]([CH2:50][P+](C2C=CC=CC=2)(C2C=CC=CC=2)C2C=CC=CC=2)[N:49]=1)[CH3:44].C(=O)([O-])[O-].[K+].[K+].[CH3:76][N:77]([CH3:80])C=O. Product: [CH2:43]([C:45]1[S:46][CH:47]=[C:48](/[CH:50]=[CH:27]\[C:26]2[C:22]([O:14][CH2:15][C:16]3[CH:39]=[CH:38][C:19]([O:20][CH2:21][C:22]4[N:23]=[C:24]([C:28]5[O:32][C:31]([C:33]([O:35][CH2:36][CH3:37])=[O:34])=[CH:30][CH:29]=5)[O:25][C:26]=4[CH3:27])=[C:18]([O:40][CH3:41])[CH:17]=3)=[N:23][N:77]([C:80]3[CH:38]=[CH:39][CH:16]=[CH:17][CH:18]=3)[CH:76]=2)[N:49]=1)[CH3:44]. The catalyst class is: 6. (8) Reactant: [Cl:1][C:2]1[CH:7]=[CH:6][CH:5]=[CH:4][C:3]=1[CH:8]([OH:11])[C:9]#[N:10].[C:12]1([CH3:22])[CH:17]=[CH:16][C:15]([S:18](Cl)(=[O:20])=[O:19])=[CH:14][CH:13]=1.CCN(CC)CC.O. Product: [CH3:22][C:12]1[CH:17]=[CH:16][C:15]([S:18]([O:11][CH:8]([C:3]2[CH:4]=[CH:5][CH:6]=[CH:7][C:2]=2[Cl:1])[C:9]#[N:10])(=[O:20])=[O:19])=[CH:14][CH:13]=1. The catalyst class is: 10.